This data is from Catalyst prediction with 721,799 reactions and 888 catalyst types from USPTO. The task is: Predict which catalyst facilitates the given reaction. (1) Reactant: [F:1][C:2]1[C:7]([C:8]2[NH:12][CH:11]=[C:10]([CH:13]=[O:14])[CH:9]=2)=[CH:6][CH:5]=[CH:4][N:3]=1.[H-].[Na+].C1OCCOCCOCCOCCOC1.[CH3:32][S:33]([C:36]1[CH:37]=[C:38]([S:42](Cl)(=[O:44])=[O:43])[CH:39]=[CH:40][CH:41]=1)(=[O:35])=[O:34]. Product: [F:1][C:2]1[C:7]([C:8]2[N:12]([S:42]([C:38]3[CH:39]=[CH:40][CH:41]=[C:36]([S:33]([CH3:32])(=[O:35])=[O:34])[CH:37]=3)(=[O:44])=[O:43])[CH:11]=[C:10]([CH:13]=[O:14])[CH:9]=2)=[CH:6][CH:5]=[CH:4][N:3]=1. The catalyst class is: 685. (2) Reactant: [CH3:1][O:2][C:3]1[CH:8]=[C:7]([O:9][CH3:10])[CH:6]=[C:5]([O:11][CH3:12])[CH:4]=1.[CH3:13][O:14][CH:15]([O:21]C)[CH2:16][C:17](OC)=O.C(O)(=O)C.Cl. Product: [CH3:12][O:11][C:5]1[CH:4]=[C:3]([O:2][CH3:1])[CH:8]=[C:7]([O:9][CH3:10])[C:6]=1/[CH:17]=[CH:16]/[C:15]([O:14][CH3:13])=[O:21]. The catalyst class is: 6. (3) Reactant: I[C:2]1[CH:7]=[CH:6][C:5]([O:8][CH3:9])=[CH:4][C:3]=1[NH:10][C:11](=[O:13])[CH3:12].[Si:14]([C:21]#[C:22][C:23]([C:25]1[CH:30]=[C:29]([O:31][CH3:32])[C:28]([O:33][CH3:34])=[C:27]([O:35][CH3:36])[CH:26]=1)=[O:24])([C:17]([CH3:20])([CH3:19])[CH3:18])([CH3:16])[CH3:15].[Li+].[Cl-].C([O-])([O-])=O.[Na+].[Na+]. Product: [Si:14]([C:21]1[N:10]([C:11](=[O:13])[CH3:12])[C:3]2[C:2]([C:22]=1[C:23](=[O:24])[C:25]1[CH:26]=[C:27]([O:35][CH3:36])[C:28]([O:33][CH3:34])=[C:29]([O:31][CH3:32])[CH:30]=1)=[CH:7][CH:6]=[C:5]([O:8][CH3:9])[CH:4]=2)([C:17]([CH3:19])([CH3:18])[CH3:20])([CH3:16])[CH3:15]. The catalyst class is: 3. (4) Reactant: Br[C:2]1[N:7]=[C:6]([O:8][CH3:9])[C:5]([N:10]2[CH:14]=[C:13]([CH3:15])[N:12]=[CH:11]2)=[CH:4][CH:3]=1.[NH3:16].CO. Product: [CH3:9][O:8][C:6]1[N:7]=[C:2]([NH2:16])[CH:3]=[CH:4][C:5]=1[N:10]1[CH:14]=[C:13]([CH3:15])[N:12]=[CH:11]1. The catalyst class is: 746.